Dataset: Full USPTO retrosynthesis dataset with 1.9M reactions from patents (1976-2016). Task: Predict the reactants needed to synthesize the given product. (1) Given the product [F:38][C:36]([C@H:33]1[CH2:34][CH2:35][C@H:30]([O:1][C:2]2[CH:3]=[C:4]3[C:9](=[CH:10][CH:11]=2)[CH:8]=[C:7]([C@:12]2([CH3:18])[CH2:16][O:15][C:14](=[O:17])[NH:13]2)[CH:6]=[CH:5]3)[CH2:31][CH2:32]1)([F:39])[CH3:37], predict the reactants needed to synthesize it. The reactants are: [OH:1][C:2]1[CH:3]=[C:4]2[C:9](=[CH:10][CH:11]=1)[CH:8]=[C:7]([C@:12]1([CH3:18])[CH2:16][O:15][C:14](=[O:17])[NH:13]1)[CH:6]=[CH:5]2.C(=O)([O-])[O-].[Cs+].[Cs+].CS(O[C@H:30]1[CH2:35][CH2:34][C@@H:33]([C:36]([F:39])([F:38])[CH3:37])[CH2:32][CH2:31]1)(=O)=O.O. (2) Given the product [F:77][C:72]1[CH:73]=[CH:74][CH:75]=[CH:76][C:71]=1[CH2:70][C:66]1([CH2:78][OH:79])[CH2:67][CH2:68][CH2:69][N:64]([NH:63][C:17]([C:14]2[CH:15]=[C:16]3[C:11](=[CH:12][CH:13]=2)[N:10]([C:20]([C:21]2[CH:22]=[CH:23][CH:24]=[CH:25][CH:26]=2)([C:27]2[CH:32]=[CH:31][CH:30]=[CH:29][CH:28]=2)[C:33]2[CH:34]=[CH:35][CH:36]=[CH:37][CH:38]=2)[N:9]=[C:8]3[C:6]2[CH:5]=[CH:4][N:3]=[C:2]([CH3:1])[CH:7]=2)=[O:18])[CH2:65]1, predict the reactants needed to synthesize it. The reactants are: [CH3:1][C:2]1[CH:7]=[C:6]([C:8]2[C:16]3[C:11](=[CH:12][CH:13]=[C:14]([C:17](O)=[O:18])[CH:15]=3)[N:10]([C:20]([C:33]3[CH:38]=[CH:37][CH:36]=[CH:35][CH:34]=3)([C:27]3[CH:32]=[CH:31][CH:30]=[CH:29][CH:28]=3)[C:21]3[CH:26]=[CH:25][CH:24]=[CH:23][CH:22]=3)[N:9]=2)[CH:5]=[CH:4][N:3]=1.CN(C(ON1N=NC2C=CC=NC1=2)=[N+](C)C)C.F[P-](F)(F)(F)(F)F.[NH2:63][N:64]1[CH2:69][CH2:68][CH2:67][C:66]([CH2:78][OH:79])([CH2:70][C:71]2[CH:76]=[CH:75][CH:74]=[CH:73][C:72]=2[F:77])[CH2:65]1.C(N(C(C)C)CC)(C)C. (3) Given the product [CH3:30][C:27]1[CH:26]=[CH:25][C:24]([C:23]([C:18]2[CH:19]=[CH:20][CH:21]=[CH:22][C:17]=2[NH:16][CH:4]([CH2:5][C:6]2[CH:11]=[CH:10][C:9]([O:12][CH2:13][CH2:14][C:42]3[C:43]4[NH:44][C:45]5[C:37](=[CH:36][CH:35]=[CH:34][CH:33]=5)[C:38]=4[CH:39]=[CH:40][CH:41]=3)=[CH:8][CH:7]=2)[C:3]([OH:2])=[O:32])=[O:31])=[CH:29][CH:28]=1, predict the reactants needed to synthesize it. The reactants are: C[O:2][C:3](=[O:32])[CH:4]([NH:16][C:17]1[CH:22]=[CH:21][CH:20]=[CH:19][C:18]=1[C:23](=[O:31])[C:24]1[CH:29]=[CH:28][C:27]([CH3:30])=[CH:26][CH:25]=1)[CH2:5][C:6]1[CH:11]=[CH:10][C:9]([O:12][CH2:13][CH2:14]Br)=[CH:8][CH:7]=1.[CH:33]1[C:45]2[NH:44][C:43]3[C:38](=[CH:39][CH:40]=[CH:41][CH:42]=3)[C:37]=2[CH:36]=[CH:35][CH:34]=1.[OH-].[Na+]. (4) Given the product [F:19][C:2]1([F:1])[C:6]2[N:7]([CH2:14][C:15]([NH:21][C@H:22]([C:32]3[C:37]([C:38]4[CH:39]=[CH:40][C:41]([F:47])=[C:42]([CH:46]=4)[C:43]([NH2:45])=[O:44])=[CH:36][C:35]([N:48]4[C:49](=[O:58])[C:50]5[C:55](=[CH:54][CH:53]=[CH:52][CH:51]=5)[C:56]4=[O:57])=[CH:34][N:33]=3)[CH2:23][C:24]3[CH:29]=[C:28]([F:30])[CH:27]=[C:26]([F:31])[CH:25]=3)=[O:17])[N:8]=[C:9]([C:10]([F:11])([F:13])[F:12])[C:5]=2[C@H:4]2[CH2:18][C@@H:3]12, predict the reactants needed to synthesize it. The reactants are: [F:1][C:2]1([F:19])[C:6]2[N:7]([CH2:14][C:15]([OH:17])=O)[N:8]=[C:9]([C:10]([F:13])([F:12])[F:11])[C:5]=2[C@H:4]2[CH2:18][C@@H:3]12.Cl.[NH2:21][C@H:22]([C:32]1[C:37]([C:38]2[CH:39]=[CH:40][C:41]([F:47])=[C:42]([CH:46]=2)[C:43]([NH2:45])=[O:44])=[CH:36][C:35]([N:48]2[C:56](=[O:57])[C:55]3[C:50](=[CH:51][CH:52]=[CH:53][CH:54]=3)[C:49]2=[O:58])=[CH:34][N:33]=1)[CH2:23][C:24]1[CH:29]=[C:28]([F:30])[CH:27]=[C:26]([F:31])[CH:25]=1.CN(C(ON1N=NC2C=CC=NC1=2)=[N+](C)C)C.F[P-](F)(F)(F)(F)F.C(N(CC)C(C)C)(C)C. (5) Given the product [C:20]1([N:26]2[CH2:31][CH2:30][N:29]([CH2:14][CH2:13][CH2:12][C:11]3[N:7]([C:1]4[CH:6]=[CH:5][CH:4]=[CH:3][CH:2]=4)[N:8]=[C:9]([CH2:16][CH2:17][CH2:18][CH3:19])[CH:10]=3)[CH2:28][CH2:27]2)[CH:25]=[CH:24][CH:23]=[CH:22][CH:21]=1, predict the reactants needed to synthesize it. The reactants are: [C:1]1([N:7]2[C:11]([CH2:12][CH2:13][CH:14]=O)=[CH:10][C:9]([CH2:16][CH2:17][CH2:18][CH3:19])=[N:8]2)[CH:6]=[CH:5][CH:4]=[CH:3][CH:2]=1.[C:20]1([N:26]2[CH2:31][CH2:30][NH:29][CH2:28][CH2:27]2)[CH:25]=[CH:24][CH:23]=[CH:22][CH:21]=1.CCN(C(C)C)C(C)C.[BH-](OC(C)=O)(OC(C)=O)OC(C)=O.[Na+]. (6) The reactants are: [Cl:1][C:2]1[C:7]([N+:8]([O-])=O)=[CH:6][C:5]([NH:11][S:12]([CH3:15])(=[O:14])=[O:13])=[C:4]([CH3:16])[CH:3]=1.[Cl-].[NH4+]. Given the product [NH2:8][C:7]1[C:2]([Cl:1])=[CH:3][C:4]([CH3:16])=[C:5]([NH:11][S:12]([CH3:15])(=[O:14])=[O:13])[CH:6]=1, predict the reactants needed to synthesize it.